This data is from Full USPTO retrosynthesis dataset with 1.9M reactions from patents (1976-2016). The task is: Predict the reactants needed to synthesize the given product. (1) Given the product [C:1](=[O:31])([O:7][CH2:8][CH2:9][CH2:10][CH2:11][CH2:12][CH3:13])[O:29][CH2:23][CH2:24][CH2:25][CH2:26][CH2:27][CH3:28], predict the reactants needed to synthesize it. The reactants are: [CH2:1]([O:7][CH2:8][CH2:9][CH2:10][CH2:11][CH2:12][CH3:13])CCCCC.C([Sn]CCCC)CCC.[CH2:23]([OH:29])[CH2:24][CH2:25][CH2:26][CH2:27][CH3:28].C(=O)=[O:31]. (2) Given the product [Cl:1][C:2]1[CH:7]=[C:6]([O:8][CH2:26][CH2:25][F:24])[C:5]([O:9][CH2:10][C:11]2[C:16]([O:17][CH3:18])=[CH:15][CH:14]=[C:13]([F:19])[C:12]=2[F:20])=[CH:4][C:3]=1[N+:21]([O-:23])=[O:22], predict the reactants needed to synthesize it. The reactants are: [Cl:1][C:2]1[C:3]([N+:21]([O-:23])=[O:22])=[CH:4][C:5]([O:9][CH2:10][C:11]2[C:16]([O:17][CH3:18])=[CH:15][CH:14]=[C:13]([F:19])[C:12]=2[F:20])=[C:6]([OH:8])[CH:7]=1.[F:24][CH2:25][CH2:26]O.C1(P(C2C=CC=CC=2)C2C=CC=CC=2)C=CC=CC=1.N(C(OC(C)C)=O)=NC(OC(C)C)=O. (3) Given the product [CH2:1]([O:3][C:4](=[O:22])[CH2:5][C@H:6]1[CH2:11][CH2:10][C@H:9]([C:12]([OH:14])=[O:13])[CH2:8][CH2:7]1)[CH3:2], predict the reactants needed to synthesize it. The reactants are: [CH2:1]([O:3][C:4](=[O:22])[CH2:5][C@H:6]1[CH2:11][CH2:10][C@H:9]([C:12]([O:14]CC2C=CC=CC=2)=[O:13])[CH2:8][CH2:7]1)[CH3:2]. (4) Given the product [CH2:23]([O:22][CH:16]([CH2:15][C:12]1[CH:13]=[CH:14][C:9]([OH:8])=[C:10]([CH3:25])[CH:11]=1)[C:17]([O:19][CH2:20][CH3:21])=[O:18])[CH3:24], predict the reactants needed to synthesize it. The reactants are: C([O:8][C:9]1[CH:14]=[CH:13][C:12](/[CH:15]=[C:16](\[O:22][CH2:23][CH3:24])/[C:17]([O:19][CH2:20][CH3:21])=[O:18])=[CH:11][C:10]=1[CH3:25])C1C=CC=CC=1. (5) Given the product [CH3:19][N:20]([CH3:36])[CH:21]1[CH2:25][CH2:24][N:23]([C:26]2[S:27][C:28]3[CH:34]=[C:33]([NH:35][C:8](=[O:10])[CH:7]=[CH:6][C:5]4[CH:4]=[CH:3][C:2]([CH3:1])=[CH:12][CH:11]=4)[CH:32]=[CH:31][C:29]=3[N:30]=2)[CH2:22]1, predict the reactants needed to synthesize it. The reactants are: [CH3:1][C:2]1[CH:12]=[CH:11][C:5]([CH:6]=[CH:7][C:8]([OH:10])=O)=[CH:4][CH:3]=1.C(Cl)(=O)C(Cl)=O.[CH3:19][N:20]([CH3:36])[CH:21]1[CH2:25][CH2:24][N:23]([C:26]2[S:27][C:28]3[CH:34]=[C:33]([NH2:35])[CH:32]=[CH:31][C:29]=3[N:30]=2)[CH2:22]1. (6) Given the product [C:11]([CH2:10][CH2:9][NH:8][CH2:14][CH2:15][CH2:16][O:17][C:18]1[CH:23]=[CH:22][C:21]([CH2:24][C:25]2[C:26]([O:33][C@@H:34]3[O:42][C@H:41]([CH2:43][OH:44])[C@@H:39]([OH:40])[C@H:37]([OH:38])[C@H:35]3[OH:36])=[N:27][NH:28][C:29]=2[CH:30]([CH3:32])[CH3:31])=[C:20]([CH3:45])[CH:19]=1)(=[O:13])[NH2:12], predict the reactants needed to synthesize it. The reactants are: C([N:8]([CH2:14][CH2:15][CH2:16][O:17][C:18]1[CH:23]=[CH:22][C:21]([CH2:24][C:25]2[C:26]([O:33][C@@H:34]3[O:42][C@H:41]([CH2:43][OH:44])[C@@H:39]([OH:40])[C@H:37]([OH:38])[C@H:35]3[OH:36])=[N:27][NH:28][C:29]=2[CH:30]([CH3:32])[CH3:31])=[C:20]([CH3:45])[CH:19]=1)[CH2:9][CH2:10][C:11](=[O:13])[NH2:12])C1C=CC=CC=1. (7) Given the product [CH2:1]([O:3][C:4]([N:6]1[C:15]2[C:10](=[N:11][C:12]([O:16][CH3:17])=[CH:13][CH:14]=2)[C@@H:9]([NH:18][C:19]2[N:24]=[C:23]([CH2:25][C:26]3[CH:31]=[C:30]([C:32]([F:35])([F:34])[F:33])[CH:29]=[C:28]([C:36]([F:39])([F:38])[F:37])[CH:27]=3)[C:22]([N:40]3[CH2:44][CH2:43][CH2:42][C:41]3=[O:46])=[CH:21][N:20]=2)[CH2:8][C@H:7]1[CH2:47][CH3:48])=[O:5])[CH3:2], predict the reactants needed to synthesize it. The reactants are: [CH2:1]([O:3][C:4]([N:6]1[C:15]2[C:10](=[N:11][C:12]([O:16][CH3:17])=[CH:13][CH:14]=2)[C@@H:9]([NH:18][C:19]2[N:24]=[C:23]([CH2:25][C:26]3[CH:31]=[C:30]([C:32]([F:35])([F:34])[F:33])[CH:29]=[C:28]([C:36]([F:39])([F:38])[F:37])[CH:27]=3)[C:22]([NH:40][C:41](=[O:46])[CH2:42][CH2:43][CH2:44]Cl)=[CH:21][N:20]=2)[CH2:8][C@H:7]1[CH2:47][CH3:48])=[O:5])[CH3:2].[H-].[Na+].O. (8) Given the product [CH:46]1([N:43]2[CH2:42][CH2:41][N:40]([C:36]3[CH:35]=[C:34]([CH2:33][N:25]4[C:26]([CH3:28])=[CH:27][C:23](/[C:22](/[F:29])=[CH:21]/[C:18]5[CH:17]=[CH:16][C:15]([C:9]([OH:14])([C:10]([F:13])([F:12])[F:11])[C:8]([F:30])([F:7])[F:31])=[CH:20][CH:19]=5)=[N:24]4)[CH:39]=[CH:38][N:37]=3)[CH2:45][CH2:44]2)[CH2:48][CH2:47]1, predict the reactants needed to synthesize it. The reactants are: CC(C)([O-])C.[K+].[F:7][C:8]([F:31])([F:30])[C:9]([C:15]1[CH:20]=[CH:19][C:18](/[CH:21]=[C:22](\[F:29])/[C:23]2[CH:27]=[C:26]([CH3:28])[NH:25][N:24]=2)=[CH:17][CH:16]=1)([OH:14])[C:10]([F:13])([F:12])[F:11].Cl[CH2:33][C:34]1[CH:39]=[CH:38][N:37]=[C:36]([N:40]2[CH2:45][CH2:44][N:43]([CH:46]3[CH2:48][CH2:47]3)[CH2:42][CH2:41]2)[CH:35]=1.O. (9) Given the product [Cl:1][C:2]1[CH:3]=[CH:4][C:5]([S:8][C:9]2[CH:14]=[CH:13][CH:12]=[CH:11][C:10]=2/[CH:15]=[CH:16]/[C:17]([NH:20][CH2:21][CH:22]([OH:25])[CH2:23][CH3:24])=[O:19])=[CH:6][CH:7]=1, predict the reactants needed to synthesize it. The reactants are: [Cl:1][C:2]1[CH:7]=[CH:6][C:5]([S:8][C:9]2[CH:14]=[CH:13][CH:12]=[CH:11][C:10]=2[CH:15]=[CH:16][C:17]([OH:19])=O)=[CH:4][CH:3]=1.[NH2:20][CH2:21][CH:22]([OH:25])[CH2:23][CH3:24]. (10) Given the product [ClH:43].[F:1][C:2]1[CH:7]=[CH:6][C:5]([C:8]2[S:16][C:15]3[C:14](=[O:17])[N:13]([CH:18]4[CH2:23][CH2:22][NH:21][CH2:20][CH2:19]4)[C:12](=[O:31])[N:11]([CH2:32][C:33]4[O:37][N:36]=[C:35]([CH2:38][O:39][CH3:40])[N:34]=4)[C:10]=3[CH:9]=2)=[C:4]([O:41][CH3:42])[CH:3]=1, predict the reactants needed to synthesize it. The reactants are: [F:1][C:2]1[CH:7]=[CH:6][C:5]([C:8]2[S:16][C:15]3[C:14](=[O:17])[N:13]([CH:18]4[CH2:23][CH2:22][N:21](C(OC(C)(C)C)=O)[CH2:20][CH2:19]4)[C:12](=[O:31])[N:11]([CH2:32][C:33]4[O:37][N:36]=[C:35]([CH2:38][O:39][CH3:40])[N:34]=4)[C:10]=3[CH:9]=2)=[C:4]([O:41][CH3:42])[CH:3]=1.[ClH:43].